This data is from Catalyst prediction with 721,799 reactions and 888 catalyst types from USPTO. The task is: Predict which catalyst facilitates the given reaction. Reactant: [Cl:1][C:2]1[CH:7]=[CH:6][N:5]=[C:4]2[NH:8][CH:9]=[CH:10][C:3]=12.[Li]CCCC.[Si:16](Cl)([C:19]([CH3:22])([CH3:21])[CH3:20])([CH3:18])[CH3:17]. Product: [C:19]([Si:16]([CH3:18])([CH3:17])[N:8]1[C:4]2=[N:5][CH:6]=[CH:7][C:2]([Cl:1])=[C:3]2[CH:10]=[CH:9]1)([CH3:22])([CH3:21])[CH3:20]. The catalyst class is: 1.